From a dataset of Catalyst prediction with 721,799 reactions and 888 catalyst types from USPTO. Predict which catalyst facilitates the given reaction. (1) Reactant: [CH3:1][O:2][C:3]([C:5]1[C:9]2[N:10]=[CH:11][NH:12][C:13](=[O:14])[C:8]=2[N:7]([CH2:15][O:16][CH2:17][CH2:18][Si:19]([CH3:22])([CH3:21])[CH3:20])[C:6]=1[Cl:23])=[O:4].Br[CH2:25][C:26]([C:28]1[CH:33]=[CH:32][CH:31]=[C:30]([O:34][CH3:35])[CH:29]=1)=[O:27].C(=O)([O-])[O-].[K+].[K+]. Product: [CH3:1][O:2][C:3]([C:5]1[C:9]2[N:10]=[CH:11][N:12]([CH2:25][C:26]([C:28]3[CH:33]=[CH:32][CH:31]=[C:30]([O:34][CH3:35])[CH:29]=3)=[O:27])[C:13](=[O:14])[C:8]=2[N:7]([CH2:15][O:16][CH2:17][CH2:18][Si:19]([CH3:22])([CH3:21])[CH3:20])[C:6]=1[Cl:23])=[O:4]. The catalyst class is: 3. (2) Reactant: [BH4-].[Na+].[CH2:3]([S:5][C:6]1[CH:11]=[CH:10][C:9]([S:12]([NH:15][CH3:16])(=[O:14])=[O:13])=[CH:8][C:7]=1[N+:17]([O-])=O)[CH3:4]. Product: [NH2:17][C:7]1[CH:8]=[C:9]([S:12]([NH:15][CH3:16])(=[O:13])=[O:14])[CH:10]=[CH:11][C:6]=1[S:5][CH2:3][CH3:4]. The catalyst class is: 652.